This data is from Forward reaction prediction with 1.9M reactions from USPTO patents (1976-2016). The task is: Predict the product of the given reaction. Given the reactants N1C=NN=N1.[OH:6][C:7]1[C:8]([C:31]([CH3:34])([CH3:33])[CH3:32])=[CH:9][C:10]([C:27]([CH3:30])([CH3:29])[CH3:28])=[C:11]([NH:13][C:14]([C:16]2[C:25](=[O:26])[C:24]3[C:19](=[CH:20][CH:21]=[CH:22][CH:23]=3)[NH:18][CH:17]=2)=[O:15])[CH:12]=1.C(N(C(C)C)[P:39]([O:48][CH2:49][C:50]1[CH:55]=[CH:54][CH:53]=[CH:52][CH:51]=1)[O:40][CH2:41][C:42]1[CH:47]=[CH:46][CH:45]=[CH:44][CH:43]=1)(C)C.C([O:63]O)(C)(C)C, predict the reaction product. The product is: [CH2:49]([O:48][P:39]([O:6][C:7]1[CH:12]=[C:11]([NH:13][C:14]([C:16]2[C:25](=[O:26])[C:24]3[C:19](=[CH:20][CH:21]=[CH:22][CH:23]=3)[NH:18][CH:17]=2)=[O:15])[C:10]([C:27]([CH3:28])([CH3:30])[CH3:29])=[CH:9][C:8]=1[C:31]([CH3:34])([CH3:33])[CH3:32])(=[O:63])[O:40][CH2:41][C:42]1[CH:43]=[CH:44][CH:45]=[CH:46][CH:47]=1)[C:50]1[CH:51]=[CH:52][CH:53]=[CH:54][CH:55]=1.